Dataset: Catalyst prediction with 721,799 reactions and 888 catalyst types from USPTO. Task: Predict which catalyst facilitates the given reaction. Reactant: [O:1]1[C:5]2[CH:6]=[CH:7][CH:8]=[CH:9][C:4]=2[N:3]=[C:2]1[C:10]1[CH:11]=[CH:12][C:13]([NH:17][CH:18]2[CH2:23][CH2:22][O:21][CH2:20][CH2:19]2)=[C:14]([CH:16]=1)[NH2:15].[CH3:24][S:25][CH2:26][CH2:27][C:28](Cl)=O.C(N(CC)CC)C.CS(O)(=O)=O.[OH-].[Na+]. Product: [O:1]1[C:5]2[CH:6]=[CH:7][CH:8]=[CH:9][C:4]=2[N:3]=[C:2]1[C:10]1[CH:11]=[CH:12][C:13]2[N:17]([CH:18]3[CH2:23][CH2:22][O:21][CH2:20][CH2:19]3)[C:28]([CH2:27][CH2:26][S:25][CH3:24])=[N:15][C:14]=2[CH:16]=1. The catalyst class is: 30.